This data is from Forward reaction prediction with 1.9M reactions from USPTO patents (1976-2016). The task is: Predict the product of the given reaction. (1) Given the reactants [CH:1]1([NH:4][S:5](Cl)(=[O:7])=[O:6])[CH2:3][CH2:2]1.[C@H:9]1([NH:18][C:19]2[CH:28]=[CH:27][C:26]3[C:21](=[CH:22][CH:23]=[C:24]([NH2:29])[CH:25]=3)[N:20]=2)[C:17]2[C:12](=[CH:13][CH:14]=[CH:15][CH:16]=2)[CH2:11][CH2:10]1, predict the reaction product. The product is: [CH:1]1([NH:4][S:5]([NH:29][C:24]2[CH:25]=[C:26]3[C:21](=[CH:22][CH:23]=2)[N:20]=[C:19]([NH:18][C@H:9]2[C:17]4[C:12](=[CH:13][CH:14]=[CH:15][CH:16]=4)[CH2:11][CH2:10]2)[CH:28]=[CH:27]3)(=[O:7])=[O:6])[CH2:3][CH2:2]1. (2) Given the reactants [Br:1][C:2]1[CH:3]=[C:4]([O:15]C(=O)C)[C:5]([N:8](C(=O)C)[C:9](=[O:11])[CH3:10])=[N:6][CH:7]=1.C([O-])([O-])=O.[K+].[K+].O, predict the reaction product. The product is: [Br:1][C:2]1[CH:3]=[C:4]([OH:15])[C:5]([NH:8][C:9](=[O:11])[CH3:10])=[N:6][CH:7]=1. (3) The product is: [CH3:1][O:2][C:3](=[O:20])[CH2:4][CH:5]([N:7]1[CH:11]=[C:10]([NH:12][C:13](=[O:19])[CH:14]([NH:18][C:30](=[O:31])[CH2:29][C:24]2[CH:23]=[C:22]([F:21])[CH:27]=[C:26]([F:28])[CH:25]=2)[CH2:15][CH2:16][CH3:17])[N:9]=[CH:8]1)[CH3:6]. Given the reactants [CH3:1][O:2][C:3](=[O:20])[CH2:4][CH:5]([N:7]1[CH:11]=[C:10]([NH:12][C:13](=[O:19])[CH:14]([NH2:18])[CH2:15][CH2:16][CH3:17])[N:9]=[CH:8]1)[CH3:6].[F:21][C:22]1[CH:23]=[C:24]([CH2:29][C:30](O)=[O:31])[CH:25]=[C:26]([F:28])[CH:27]=1, predict the reaction product. (4) Given the reactants [N:1]1([C:7]([C:9]2[CH:10]=[CH:11][C:12]([O:30][CH2:31][CH2:32][CH2:33][CH2:34][CH3:35])=[C:13]([CH:29]=2)[O:14][CH2:15][C:16]2[CH:17]=[C:18]([CH:26]=[CH:27][CH:28]=2)[C:19]([O:21]C(C)(C)C)=[O:20])=[O:8])[CH2:6][CH2:5][O:4][CH2:3][CH2:2]1.FC(F)(F)C(O)=O, predict the reaction product. The product is: [N:1]1([C:7]([C:9]2[CH:10]=[CH:11][C:12]([O:30][CH2:31][CH2:32][CH2:33][CH2:34][CH3:35])=[C:13]([CH:29]=2)[O:14][CH2:15][C:16]2[CH:17]=[C:18]([CH:26]=[CH:27][CH:28]=2)[C:19]([OH:21])=[O:20])=[O:8])[CH2:6][CH2:5][O:4][CH2:3][CH2:2]1. (5) Given the reactants [OH:1][C:2]1[CH:7]=[CH:6][N:5]2[C:8]([C:11]([O-:13])=[O:12])=[CH:9][N:10]=[C:4]2[CH:3]=1.O.[OH-].[Li+], predict the reaction product. The product is: [OH:1][C:2]1[CH:7]=[CH:6][N:5]2[C:8]([C:11]([OH:13])=[O:12])=[CH:9][N:10]=[C:4]2[CH:3]=1. (6) Given the reactants [F:1][C:2]([F:19])([CH3:18])[CH2:3][N:4]1[CH2:10][CH2:9][C:8]2[CH:11]=[C:12]([NH2:17])[C:13]([O:15][CH3:16])=[CH:14][C:7]=2[CH2:6][CH2:5]1.Cl[C:21]1[N:26]=[C:25]([NH:27][C:28]2[CH:33]=[CH:32][CH:31]=[CH:30][C:29]=2[N:34]2[CH:38]=[CH:37][CH:36]=[N:35]2)[C:24]([Cl:39])=[CH:23][N:22]=1, predict the reaction product. The product is: [Cl:39][C:24]1[C:25]([NH:27][C:28]2[CH:33]=[CH:32][CH:31]=[CH:30][C:29]=2[N:34]2[CH:38]=[CH:37][CH:36]=[N:35]2)=[N:26][C:21]([NH:17][C:12]2[C:13]([O:15][CH3:16])=[CH:14][C:7]3[CH2:6][CH2:5][N:4]([CH2:3][C:2]([F:1])([F:19])[CH3:18])[CH2:10][CH2:9][C:8]=3[CH:11]=2)=[N:22][CH:23]=1. (7) Given the reactants [Cl:1][C:2]1[CH:10]=[CH:9][CH:8]=[C:7]2[C:3]=1[C:4]([C:16]([OH:18])=O)=[CH:5][N:6]2[CH:11]1[CH2:15][CH2:14][CH2:13][O:12]1.Cl.[NH2:20][CH2:21][C:22]1([OH:31])[CH2:27][CH2:26][C:25]([F:29])([F:28])[CH:24]([CH3:30])[CH2:23]1.C(Cl)CCl.N1(O)C2C=CC=CC=2N=N1.C(N(C(C)C)C(C)C)C, predict the reaction product. The product is: [Cl:1][C:2]1[CH:10]=[CH:9][CH:8]=[C:7]2[C:3]=1[C:4]([C:16]([NH:20][CH2:21][C:22]1([OH:31])[CH2:27][CH2:26][C:25]([F:29])([F:28])[CH:24]([CH3:30])[CH2:23]1)=[O:18])=[CH:5][N:6]2[CH:11]1[CH2:15][CH2:14][CH2:13][O:12]1. (8) Given the reactants [Cl:1][C:2]1[C:7]([Cl:8])=[CH:6][CH:5]=[CH:4][C:3]=1[CH:9]1[CH:14]=[CH:13][N:12]([C:15]([O:17][CH2:18][C:19]2[CH:24]=[CH:23][CH:22]=[CH:21][CH:20]=2)=[O:16])[CH:11]=[CH:10]1, predict the reaction product. The product is: [Cl:1][C:2]1[C:7]([Cl:8])=[CH:6][CH:5]=[CH:4][C:3]=1[CH:9]1[CH2:14][CH2:13][N:12]([C:15]([O:17][CH2:18][C:19]2[CH:20]=[CH:21][CH:22]=[CH:23][CH:24]=2)=[O:16])[CH2:11][CH2:10]1.